From a dataset of Forward reaction prediction with 1.9M reactions from USPTO patents (1976-2016). Predict the product of the given reaction. Given the reactants C([O:3][C:4](=[O:25])[CH:5]([N:10]([CH2:18][C:19]1[CH:24]=[CH:23][CH:22]=[CH:21][CH:20]=1)[CH2:11][C:12]1[CH:17]=[CH:16][CH:15]=[CH:14][CH:13]=1)[C:6]([OH:9])([CH3:8])[CH3:7])C.[OH-].[K+].P([O-])(O)(O)=O.[Na+], predict the reaction product. The product is: [CH2:18]([N:10]([CH2:11][C:12]1[CH:13]=[CH:14][CH:15]=[CH:16][CH:17]=1)[CH:5]([C:6]([OH:9])([CH3:8])[CH3:7])[C:4]([OH:25])=[O:3])[C:19]1[CH:20]=[CH:21][CH:22]=[CH:23][CH:24]=1.